From a dataset of Peptide-MHC class I binding affinity with 185,985 pairs from IEDB/IMGT. Regression. Given a peptide amino acid sequence and an MHC pseudo amino acid sequence, predict their binding affinity value. This is MHC class I binding data. (1) The peptide sequence is VTDTNKFDNY. The MHC is HLA-A29:02 with pseudo-sequence HLA-A29:02. The binding affinity (normalized) is 0.0873. (2) The peptide sequence is DVNEEYTEAA. The MHC is HLA-A02:06 with pseudo-sequence HLA-A02:06. The binding affinity (normalized) is 0. (3) The peptide sequence is DHIPIINTL. The MHC is HLA-B15:17 with pseudo-sequence HLA-B15:17. The binding affinity (normalized) is 0.0847. (4) The peptide sequence is KLHCTERSL. The MHC is HLA-A24:03 with pseudo-sequence HLA-A24:03. The binding affinity (normalized) is 0.0847. (5) The binding affinity (normalized) is 0.594. The peptide sequence is YYNAFHWAI. The MHC is HLA-A24:02 with pseudo-sequence HLA-A24:02.